Dataset: Reaction yield outcomes from USPTO patents with 853,638 reactions. Task: Predict the reaction yield, written as a fraction of the theoretical maximum amount of product (1.0 means a 100% yield; for example, 0.34 means a 34% yield). (1) The product is [CH2:4]([CH:6]([CH:7]1[NH:16][C:17](=[O:19])[NH:15][C:11]1=[O:14])[CH2:9][CH3:10])[CH3:5]. The yield is 0.930. The reactants are [C-]#N.[Na+].[CH2:4]([CH:6]([CH2:9][CH3:10])[CH:7]=O)[CH3:5].[C:11](=[O:14])([O-])[O-].[NH4+:15].[NH4+:16].[CH2:17]([OH:19])C. The catalyst is O. (2) The reactants are [Br:1][C:2]1[CH:7]=[CH:6][C:5]([S:8]([N:11]2[C:17]3[CH:18]=[CH:19][CH:20]=[CH:21][C:16]=3[CH2:15][N:14]3[C:22]([C:25](=[O:30])C(Cl)(Cl)Cl)=[CH:23][CH:24]=[C:13]3[CH2:12]2)(=[O:10])=[O:9])=[CH:4][CH:3]=1.CS(C)=O.[NH2:35][CH2:36][C:37]1[CH:38]=[N:39][CH:40]=[CH:41][CH:42]=1. The catalyst is C(#N)C. The yield is 0.910. The product is [Br:1][C:2]1[CH:7]=[CH:6][C:5]([S:8]([N:11]2[C:17]3[CH:18]=[CH:19][CH:20]=[CH:21][C:16]=3[CH2:15][N:14]3[C:22]([C:25]([NH:35][CH2:36][C:37]4[CH:38]=[N:39][CH:40]=[CH:41][CH:42]=4)=[O:30])=[CH:23][CH:24]=[C:13]3[CH2:12]2)(=[O:10])=[O:9])=[CH:4][CH:3]=1. (3) The reactants are [CH2:1]([O:3][C:4](=[O:29])[C:5]([C:25]([F:28])([F:27])[F:26])([O:20][Si](C)(C)C)[CH2:6][C:7]([C:10]1[CH:15]=[CH:14][C:13]([Cl:16])=[C:12]([F:17])[C:11]=1[O:18][CH3:19])([CH3:9])[CH3:8])[CH3:2].O.O.O.[F-].C([N+](CCCC)(CCCC)CCCC)CCC.O. The catalyst is O1CCCC1. The product is [CH2:1]([O:3][C:4](=[O:29])[C:5]([C:25]([F:27])([F:26])[F:28])([OH:20])[CH2:6][C:7]([C:10]1[CH:15]=[CH:14][C:13]([Cl:16])=[C:12]([F:17])[C:11]=1[O:18][CH3:19])([CH3:9])[CH3:8])[CH3:2]. The yield is 0.774. (4) The product is [O:14]=[C:11]([CH3:10])[CH2:12][C:13]([O:9][C@@H:7]([C:1]1[CH:6]=[CH:5][CH:4]=[CH:3][CH:2]=1)[CH3:8])=[O:15]. The reactants are [C:1]1([C@H:7]([OH:9])[CH3:8])[CH:6]=[CH:5][CH:4]=[CH:3][CH:2]=1.[CH2:10]=[C:11]1[O:14][C:13](=[O:15])[CH2:12]1. The catalyst is O1CCCC1.CN(C1C=CN=CC=1)C. The yield is 1.00.